This data is from Full USPTO retrosynthesis dataset with 1.9M reactions from patents (1976-2016). The task is: Predict the reactants needed to synthesize the given product. (1) The reactants are: C(O)(=O)C.C[Si](N[Si](C)(C)C)(C)C.[I:14][C:15]1[S:19][C:18]([C:20](=O)[CH3:21])=[CH:17][C:16]=1[CH3:23].[C:24]([CH2:26][C:27]([O:29][CH2:30][CH3:31])=[O:28])#[N:25]. Given the product [CH2:30]([O:29][C:27](=[O:28])[C:26]([C:24]#[N:25])=[C:20]([C:18]1[S:19][C:15]([I:14])=[C:16]([CH3:23])[CH:17]=1)[CH3:21])[CH3:31], predict the reactants needed to synthesize it. (2) Given the product [ClH:24].[CH:20]1([CH2:19][NH:18][C:17]([C:16]2[C:11]3[C:10]([CH3:25])=[CH:9][NH:8][C:12]=3[C:13]([N:8]3[CH2:9][CH2:10][O:27][CH2:26][CH2:12]3)=[N:14][CH:15]=2)=[O:23])[CH2:21][CH2:22]1, predict the reactants needed to synthesize it. The reactants are: C(OC([N:8]1[C:12]2=[C:13]([Cl:24])[N:14]=[CH:15][C:16]([C:17](=[O:23])[NH:18][CH2:19][CH:20]3[CH2:22][CH2:21]3)=[C:11]2[C:10]([CH3:25])=[CH:9]1)=O)(C)(C)C.[CH3:26][OH:27].